This data is from Forward reaction prediction with 1.9M reactions from USPTO patents (1976-2016). The task is: Predict the product of the given reaction. (1) Given the reactants [CH2:1]([N:5]1[CH:9]=[CH:8][N:7]=[CH:6]1)[CH2:2][CH2:3][CH3:4].[Cl:10][CH2:11][CH:12]([OH:15])[CH2:13][OH:14], predict the reaction product. The product is: [Cl-:10].[OH:15][CH:12]([CH2:13][OH:14])[CH2:11][N+:7]1[CH:8]=[CH:9][N:5]([CH2:1][CH2:2][CH2:3][CH3:4])[CH:6]=1. (2) Given the reactants [C:1]1([C:12]2[CH:17]=[CH:16][CH:15]=[CH:14][CH:13]=2)[CH:6]=[CH:5][C:4]([C:7]2[CH:8]=[N:9][NH:10][CH:11]=2)=[CH:3][CH:2]=1.N1CCC[C@H]1C(O)=O.C([O-])([O-])=O.[K+].[K+].[Br:32][C:33]1[CH:38]=[CH:37][CH:36]=[C:35](Br)[CH:34]=1, predict the reaction product. The product is: [C:1]1([C:12]2[CH:17]=[CH:16][CH:15]=[CH:14][CH:13]=2)[CH:6]=[CH:5][C:4]([C:7]2[CH:8]=[N:9][N:10]([C:35]3[CH:36]=[CH:37][CH:38]=[C:33]([Br:32])[CH:34]=3)[CH:11]=2)=[CH:3][CH:2]=1. (3) Given the reactants [F:1][C:2]([F:18])([F:17])[C:3]([C:5]1[C:13]2[C:8](=[CH:9][C:10]([N+:14]([O-:16])=[O:15])=[CH:11][CH:12]=2)[NH:7][CH:6]=1)=[O:4].[C:19]([Mg]Br)#[CH:20].[CH3:23][O:24][CH2:25]Cl.[Cl-].[NH4+], predict the reaction product. The product is: [CH2:5]([N:7]1[C:8]2[C:13](=[CH:12][CH:11]=[C:10]([N+:14]([O-:16])=[O:15])[CH:9]=2)[C:5]([C:3]([O:4][CH2:23][O:24][CH3:25])([C:2]([F:1])([F:17])[F:18])[C:19]#[CH:20])=[CH:6]1)[C:13]1[CH:8]=[CH:9][CH:10]=[CH:11][CH:12]=1. (4) Given the reactants FC1C=C(C#CC=C2CCN(C3C([N+]([O-])=O)=CC=CN=3)CC2)C=C(F)C=1OC.[CH:29](=[C:32]1[CH2:37][CH2:36][N:35]([C:38]([O:40][C:41]([CH3:44])([CH3:43])[CH3:42])=[O:39])[CH2:34][CH2:33]1)[C:30]#[CH:31].Cl[C:46]1[CH:51]=[C:50]([F:52])[CH:49]=[CH:48][N:47]=1, predict the reaction product. The product is: [F:52][C:50]1[CH:49]=[CH:48][N:47]=[C:46]([C:31]#[C:30][CH:29]=[C:32]2[CH2:37][CH2:36][N:35]([C:38]([O:40][C:41]([CH3:44])([CH3:43])[CH3:42])=[O:39])[CH2:34][CH2:33]2)[CH:51]=1. (5) Given the reactants NC1N=C(C)C(CNC2C3C(=NN([CH2:20][C:21]4[CH:22]=[CH:23][C:24]5[N:25]([CH:27]=[C:28]([CH3:30])[N:29]=5)[CH:26]=4)C=3)N=CN=2)=C(C)C=1.[H-].[H-].[H-].[H-].[Li+].[Al+3].[O:38]1CCCC1, predict the reaction product. The product is: [CH3:30][C:28]1[N:29]=[C:24]2[CH:23]=[CH:22][C:21]([CH2:20][OH:38])=[CH:26][N:25]2[CH:27]=1. (6) Given the reactants [OH:1][C:2]1[CH:3]=[C:4]([CH2:8][CH2:9][CH2:10][NH:11][C:12]2[N:17]=[C:16]([CH3:18])[C:15]([C:19]([NH:21][C@@H:22]([CH2:26][NH:27][C:28]([C:30]3[S:31][CH:32]=[CH:33][CH:34]=3)=[O:29])[C:23]([OH:25])=[O:24])=[O:20])=[C:14]([CH3:35])[N:13]=2)[CH:5]=[CH:6][CH:7]=1.S(Cl)(Cl)=O.[CH:40]1(O)[CH2:44][CH2:43][CH2:42][CH2:41]1, predict the reaction product. The product is: [CH:40]1([O:24][C:23](=[O:25])[C@@H:22]([NH:21][C:19]([C:15]2[C:16]([CH3:18])=[N:17][C:12]([NH:11][CH2:10][CH2:9][CH2:8][C:4]3[CH:5]=[CH:6][CH:7]=[C:2]([OH:1])[CH:3]=3)=[N:13][C:14]=2[CH3:35])=[O:20])[CH2:26][NH:27][C:28]([C:30]2[S:31][CH:32]=[CH:33][CH:34]=2)=[O:29])[CH2:44][CH2:43][CH2:42][CH2:41]1. (7) Given the reactants [CH3:1][O:2][C:3](=[O:25])[CH2:4][C:5]1[CH:10]=[CH:9][C:8]([O:11][C:12]2[CH:17]=[CH:16][C:15]([C:18]([F:21])([F:20])[F:19])=[CH:14][C:13]=2[N+:22]([O-])=O)=[CH:7][CH:6]=1, predict the reaction product. The product is: [CH3:1][O:2][C:3](=[O:25])[CH2:4][C:5]1[CH:10]=[CH:9][C:8]([O:11][C:12]2[CH:17]=[CH:16][C:15]([C:18]([F:19])([F:21])[F:20])=[CH:14][C:13]=2[NH2:22])=[CH:7][CH:6]=1.